Predict the product of the given reaction. From a dataset of Forward reaction prediction with 1.9M reactions from USPTO patents (1976-2016). Given the reactants [H-].[Al+3].[Li+].[H-].[H-].[H-].O1CCCC1.[C:12]1([NH:18][C:19]2[N:27]=[CH:26][CH:25]=[CH:24][C:20]=2[C:21](O)=[O:22])[CH:17]=[CH:16][CH:15]=[CH:14][CH:13]=1.[OH-].[Na+], predict the reaction product. The product is: [C:12]1([NH:18][C:19]2[C:20]([CH2:21][OH:22])=[CH:24][CH:25]=[CH:26][N:27]=2)[CH:17]=[CH:16][CH:15]=[CH:14][CH:13]=1.